This data is from Full USPTO retrosynthesis dataset with 1.9M reactions from patents (1976-2016). The task is: Predict the reactants needed to synthesize the given product. (1) Given the product [F:18][C:15]1[CH:16]=[CH:17][C:12]([C:10]2[N:9]=[C:8]([C:20]3[CH:25]=[CH:24][C:23]([F:26])=[CH:22][CH:21]=3)[N:7]([CH2:6][C:5]([OH:27])=[O:4])[CH:11]=2)=[CH:13][C:14]=1[CH3:19], predict the reactants needed to synthesize it. The reactants are: [OH-].[Na+].C[O:4][C:5](=[O:27])[CH2:6][N:7]1[CH:11]=[C:10]([C:12]2[CH:17]=[CH:16][C:15]([F:18])=[C:14]([CH3:19])[CH:13]=2)[N:9]=[C:8]1[C:20]1[CH:25]=[CH:24][C:23]([F:26])=[CH:22][CH:21]=1. (2) Given the product [CH2:6]([CH:2]1[S:17][C:12]2[CH:13]=[CH:14][CH:15]=[CH:16][C:11]=2[NH:10][C:3]1=[O:5])[CH2:7][CH2:8][CH3:9], predict the reactants needed to synthesize it. The reactants are: Br[CH:2]([CH2:6][CH2:7][CH2:8][CH3:9])[C:3]([OH:5])=O.[NH2:10][C:11]1[CH:16]=[CH:15][CH:14]=[CH:13][C:12]=1[SH:17].C([O-])([O-])=O.[K+].[K+].C(Cl)CCl.C1C=CC2N(O)N=NC=2C=1. (3) Given the product [CH3:20][O:19][C:13]1[CH:12]=[C:11]([CH2:10][C@H:9]([NH:8][C:6](=[O:7])[O:5][C:1]([CH3:2])([CH3:3])[CH3:4])[C:21]([N:58]2[CH2:59][CH2:60][CH:55]([N:46]3[N:45]=[C:44]([C:38]4[CH:39]=[CH:40][C:41]([O:42][CH3:43])=[C:36]([O:35][CH3:34])[CH:37]=4)[C@@H:53]4[C@@H:48]([CH2:49][CH2:50][CH2:51][CH2:52]4)[C:47]3=[O:54])[CH2:56][CH2:57]2)=[O:23])[CH:16]=[CH:15][C:14]=1[O:17][CH3:18], predict the reactants needed to synthesize it. The reactants are: [C:1]([O:5][C:6]([NH:8][C@H:9]([C:21]([OH:23])=O)[CH2:10][C:11]1[CH:16]=[CH:15][C:14]([O:17][CH3:18])=[C:13]([O:19][CH3:20])[CH:12]=1)=[O:7])([CH3:4])([CH3:3])[CH3:2].CCN(C(C)C)C(C)C.Cl.[CH3:34][O:35][C:36]1[CH:37]=[C:38]([C:44]2[C@@H:53]3[C@@H:48]([CH2:49][CH2:50][CH2:51][CH2:52]3)[C:47](=[O:54])[N:46]([CH:55]3[CH2:60][CH2:59][NH:58][CH2:57][CH2:56]3)[N:45]=2)[CH:39]=[CH:40][C:41]=1[O:42][CH3:43].CCOC(C(C#N)=NOC(N1CCOCC1)=[N+](C)C)=O.F[P-](F)(F)(F)(F)F.C(=O)(O)[O-].[Na+]. (4) Given the product [CH2:1]([O:8][C:9]1[CH:14]=[C:13]([O:15][CH2:16][C:17]2[CH:22]=[CH:21][CH:20]=[CH:19][CH:18]=2)[C:12]([CH:23]([CH3:25])[CH3:24])=[CH:11][C:10]=1[C:26]1[O:30][N:29]=[C:28]([C:31]([NH:33][CH2:34][CH3:35])=[O:32])[C:27]=1[C:36]1[N:37]=[C:45]([C:41]2[S:40][CH:44]=[CH:43][CH:42]=2)[O:39][N:38]=1)[C:2]1[CH:7]=[CH:6][CH:5]=[CH:4][CH:3]=1, predict the reactants needed to synthesize it. The reactants are: [CH2:1]([O:8][C:9]1[CH:14]=[C:13]([O:15][CH2:16][C:17]2[CH:22]=[CH:21][CH:20]=[CH:19][CH:18]=2)[C:12]([CH:23]([CH3:25])[CH3:24])=[CH:11][C:10]=1[C:26]1[O:30][N:29]=[C:28]([C:31]([NH:33][CH2:34][CH3:35])=[O:32])[C:27]=1[C:36](=[N:38][OH:39])[NH2:37])[C:2]1[CH:7]=[CH:6][CH:5]=[CH:4][CH:3]=1.[S:40]1[CH:44]=[CH:43][CH:42]=[C:41]1[C:45](Cl)=O. (5) Given the product [CH2:14]([C@H:13]1[NH:4][CH2:1][CH2:10][N:11]([C:29]2[N:30]([CH2:33][C:34]([F:35])([F:37])[F:36])[C:31]3[C:27]([N:28]=2)=[C:26]([N:39]2[CH2:40][CH2:41][O:42][CH2:43][CH2:44]2)[N:25]=[C:24]([C:21]2[CH:22]=[N:23][C:18]([NH2:17])=[N:19][CH:20]=2)[N:32]=3)[CH2:12]1)[CH3:15], predict the reactants needed to synthesize it. The reactants are: [CH:1]([N:4](C(C)C)CC)(C)C.[CH3:10][N:11]1[CH2:15][CH2:14][CH2:13][C:12]1=O.[NH2:17][C:18]1[N:23]=[CH:22][C:21]([C:24]2[N:32]=[C:31]3[C:27]([N:28]=[C:29](Cl)[N:30]3[CH2:33][C:34]([F:37])([F:36])[F:35])=[C:26]([N:39]3[CH2:44][CH2:43][O:42][CH2:41][CH2:40]3)[N:25]=2)=[CH:20][N:19]=1. (6) Given the product [CH3:3][CH:2]([O:4][C:5]1[CH:11]=[C:10]([O:12][C:13]2[CH:18]=[CH:17][C:16]([S:19]([CH3:22])(=[O:20])=[O:21])=[CH:15][N:14]=2)[CH:9]=[CH:8][C:6]=1[NH:7][N:24]=[C:29]([CH3:28])[C:30]([O:32][CH2:33][CH3:34])=[O:31])[CH3:1], predict the reactants needed to synthesize it. The reactants are: [CH3:1][CH:2]([O:4][C:5]1[CH:11]=[C:10]([O:12][C:13]2[CH:18]=[CH:17][C:16]([S:19]([CH3:22])(=[O:21])=[O:20])=[CH:15][N:14]=2)[CH:9]=[CH:8][C:6]=1[NH2:7])[CH3:3].Cl.[N:24]([O-])=O.[Na+].[CH3:28][CH:29](C(=O)C)[C:30]([O:32][CH2:33][CH3:34])=[O:31].[OH-].[K+]. (7) Given the product [F:1][C:2]1[CH:3]=[C:4]([NH:5][C:21]([NH:20][C:17]2[CH:18]=[CH:19][C:14]([Cl:13])=[C:15]([C:23]([F:25])([F:24])[F:26])[CH:16]=2)=[O:22])[CH:6]=[C:7]([C:9]([F:10])([F:11])[F:12])[CH:8]=1, predict the reactants needed to synthesize it. The reactants are: [F:1][C:2]1[CH:3]=[C:4]([CH:6]=[C:7]([C:9]([F:12])([F:11])[F:10])[CH:8]=1)[NH2:5].[Cl:13][C:14]1[CH:19]=[CH:18][C:17]([N:20]=[C:21]=[O:22])=[CH:16][C:15]=1[C:23]([F:26])([F:25])[F:24].